This data is from Full USPTO retrosynthesis dataset with 1.9M reactions from patents (1976-2016). The task is: Predict the reactants needed to synthesize the given product. (1) Given the product [CH:23]([Si:9]1([CH:20]([CH3:22])[CH3:21])[O:8][C@H:7]2[CH2:3][C@H:4]([C:26]3[N:34]4[C:29]([C:30]([NH2:35])=[N:31][CH:32]=[N:33]4)=[N:28][CH:27]=3)[O:5][C@@H:6]2[CH2:13][O:12][Si:11]([CH:14]([CH3:16])[CH3:15])([CH:17]([CH3:19])[CH3:18])[O:10]1)([CH3:25])[CH3:24], predict the reactants needed to synthesize it. The reactants are: C(=S)(OC1C=CC=CC=1)O[C@@H:3]1[C@@H:7]2[O:8][Si:9]([CH:23]([CH3:25])[CH3:24])([CH:20]([CH3:22])[CH3:21])[O:10][Si:11]([CH:17]([CH3:19])[CH3:18])([CH:14]([CH3:16])[CH3:15])[O:12][CH2:13][C@H:6]2[O:5][C@H:4]1[C:26]1[N:34]2[C:29]([C:30]([NH2:35])=[N:31][CH:32]=[N:33]2)=[N:28][CH:27]=1.CC(N=NC(C#N)(C)C)(C#N)C.C([SnH](CCCC)CCCC)CCC. (2) Given the product [CH3:13][C:14]1[N:47]=[C:17]2[N:18]([CH:41]3[CH2:42][CH2:43][O:44][CH2:45][CH2:46]3)[C:19](=[O:40])[C:20]([CH2:25][C:26]3[CH:27]=[CH:28][C:29]([C:32]4[CH:37]=[CH:36][CH:35]=[CH:34][C:33]=4[C:38]4[NH:3][C:4](=[O:7])[O:5][N:39]=4)=[CH:30][CH:31]=3)=[C:21]([CH2:22][CH2:23][CH3:24])[N:16]2[N:15]=1, predict the reactants needed to synthesize it. The reactants are: [Cl-].O[NH3+:3].[C:4](=[O:7])([O-])[OH:5].[Na+].CS(C)=O.[CH3:13][C:14]1[N:47]=[C:17]2[N:18]([CH:41]3[CH2:46][CH2:45][O:44][CH2:43][CH2:42]3)[C:19](=[O:40])[C:20]([CH2:25][C:26]3[CH:31]=[CH:30][C:29]([C:32]4[C:33]([C:38]#[N:39])=[CH:34][CH:35]=[CH:36][CH:37]=4)=[CH:28][CH:27]=3)=[C:21]([CH2:22][CH2:23][CH3:24])[N:16]2[N:15]=1.